From a dataset of Full USPTO retrosynthesis dataset with 1.9M reactions from patents (1976-2016). Predict the reactants needed to synthesize the given product. Given the product [NH2:8][C:5]1[N:6]=[CH:7][C:2]([C:24]([O:25][CH3:26])=[O:19])=[N:3][C:4]=1[O:9][CH3:10], predict the reactants needed to synthesize it. The reactants are: Br[C:2]1[N:3]=[C:4]([O:9][CH3:10])[C:5]([NH2:8])=[N:6][CH:7]=1.C(N(CC)CC)C.[C]=[O:19].CO.C1[CH2:26][O:25][CH2:24]C1.